Dataset: Catalyst prediction with 721,799 reactions and 888 catalyst types from USPTO. Task: Predict which catalyst facilitates the given reaction. (1) Reactant: [CH3:1][N:2]1[C:10]2[CH:9]=[C:8]([C:11]3[CH:16]=[CH:15][N:14]=[C:13]4[N:17]([S:20]([C:23]5[CH:28]=[CH:27][C:26]([CH3:29])=[CH:25][CH:24]=5)(=[O:22])=[O:21])[CH:18]=[CH:19][C:12]=34)[CH:7]=[C:6]([NH2:30])[C:5]=2[CH:4]=[N:3]1.N1C=CC=CC=1.[CH3:37][C:38]1[S:39][CH:40]=[C:41]([C:43](Cl)=[O:44])[N:42]=1. Product: [CH3:37][C:38]1[S:39][CH:40]=[C:41]([C:43]([NH:30][C:6]2[CH:7]=[C:8]([C:11]3[CH:16]=[CH:15][N:14]=[C:13]4[N:17]([S:20]([C:23]5[CH:28]=[CH:27][C:26]([CH3:29])=[CH:25][CH:24]=5)(=[O:22])=[O:21])[CH:18]=[CH:19][C:12]=34)[CH:9]=[C:10]3[C:5]=2[CH:4]=[N:3][N:2]3[CH3:1])=[O:44])[N:42]=1. The catalyst class is: 2. (2) Reactant: [F:1][C:2]([F:15])([F:14])[C:3]1[CH:8]=[CH:7][C:6]([CH2:9][CH2:10][C:11](O)=[O:12])=[CH:5][CH:4]=1.O=S(Cl)[Cl:18]. Product: [F:1][C:2]([F:15])([F:14])[C:3]1[CH:8]=[CH:7][C:6]([CH2:9][CH2:10][C:11]([Cl:18])=[O:12])=[CH:5][CH:4]=1. The catalyst class is: 48.